The task is: Predict the product of the given reaction.. This data is from Forward reaction prediction with 1.9M reactions from USPTO patents (1976-2016). (1) Given the reactants [N:1](/[C:4](=[CH:9]\[C:10]1[C:11]([S:16][CH3:17])=[N:12][CH:13]=[CH:14][CH:15]=1)/[C:5]([O:7][CH3:8])=[O:6])=[N+]=[N-], predict the reaction product. The product is: [CH3:17][S:16][C:11]1[C:10]2[CH:9]=[C:4]([C:5]([O:7][CH3:8])=[O:6])[NH:1][C:15]=2[CH:14]=[CH:13][N:12]=1. (2) Given the reactants [CH3:1][O:2][C:3]1[CH:4]=[C:5]([C:11](=O)[CH2:12][C:13]2[CH:18]=[CH:17][N:16]=[C:15]([Cl:19])[N:14]=2)[CH:6]=[C:7]([O:9][CH3:10])[CH:8]=1.C1C(=O)N(Br)C(=O)C1.[CH2:29]([NH:31][C:32]([NH2:34])=[S:33])[CH3:30], predict the reaction product. The product is: [CH3:1][O:2][C:3]1[CH:4]=[C:5]([C:11]2[N:34]=[C:32]([NH:31][CH2:29][CH3:30])[S:33][C:12]=2[C:13]2[CH:18]=[CH:17][N:16]=[C:15]([Cl:19])[N:14]=2)[CH:6]=[C:7]([O:9][CH3:10])[CH:8]=1. (3) Given the reactants Br.[OH:2][C:3]1[CH:16]=[CH:15][CH:14]=[CH:13][C:4]=1[C:5]([CH:7]1[CH2:12][CH2:11][NH:10][CH2:9][CH2:8]1)=[O:6], predict the reaction product. The product is: [OH:2][C:3]1[CH:16]=[CH:15][CH:14]=[CH:13][C:4]=1[C:5]([CH:7]1[CH2:12][CH2:11][N:10]([CH2:5][CH2:4][CH2:3][OH:2])[CH2:9][CH2:8]1)=[O:6]. (4) Given the reactants [CH3:1][O:2][C:3]1[CH:4]=[C:5]2[C:10](=[CH:11][C:12]=1[OH:13])[N:9]=[CH:8][CH:7]=[C:6]2[O:14][C:15]1[C:16]([C:23]2[CH:28]=[CH:27][C:26]([CH3:29])=[CH:25][N:24]=2)=[N:17][C:18]([CH3:22])=[C:19]([CH3:21])[CH:20]=1.C(=O)([O-])[O-].[K+].[K+].Br[CH2:37][CH2:38][OH:39], predict the reaction product. The product is: [CH3:1][O:2][C:3]1[CH:4]=[C:5]2[C:10](=[CH:11][C:12]=1[O:13][CH2:37][CH2:38][OH:39])[N:9]=[CH:8][CH:7]=[C:6]2[O:14][C:15]1[C:16]([C:23]2[CH:28]=[CH:27][C:26]([CH3:29])=[CH:25][N:24]=2)=[N:17][C:18]([CH3:22])=[C:19]([CH3:21])[CH:20]=1.